The task is: Predict the reactants needed to synthesize the given product.. This data is from Retrosynthesis with 50K atom-mapped reactions and 10 reaction types from USPTO. Given the product Cc1ccc(/N=C/c2ccc(OCC(=O)OC(C)(C)C)cc2)cc1, predict the reactants needed to synthesize it. The reactants are: CC(C)(C)OC(=O)COc1ccc(C=O)cc1.Cc1ccc(N)cc1.